From a dataset of Reaction yield outcomes from USPTO patents with 853,638 reactions. Predict the reaction yield, written as a fraction of the theoretical maximum amount of product (1.0 means a 100% yield; for example, 0.34 means a 34% yield). The catalyst is CO. The reactants are [CH:1]([S:3]([CH3:6])(=[O:5])=[O:4])=[CH2:2].Cl.[C:8]([O:12][C:13]([NH:15][CH2:16][CH2:17][NH2:18])=[O:14])([CH3:11])([CH3:10])[CH3:9].C(N(CC)CC)C. The product is [CH3:6][S:3]([CH2:1][CH2:2][N:15]([CH2:16][CH2:17][NH2:18])[C:13]([O:12][C:8]([CH3:9])([CH3:10])[CH3:11])=[O:14])(=[O:5])=[O:4]. The yield is 0.770.